Dataset: Forward reaction prediction with 1.9M reactions from USPTO patents (1976-2016). Task: Predict the product of the given reaction. (1) The product is: [Br:23][CH2:22][CH:21]=[CH:20][CH2:19][O:18][CH2:17][CH2:16][O:15][CH2:14][CH2:13][O:12][CH2:11][CH2:10][O:9][CH2:8][CH2:7][C:6]([OH:24])=[O:5]. Given the reactants C([O:5][C:6](=[O:24])[CH2:7][CH2:8][O:9][CH2:10][CH2:11][O:12][CH2:13][CH2:14][O:15][CH2:16][CH2:17][O:18][CH2:19][CH:20]=[CH:21][CH2:22][Br:23])(C)(C)C.C(O)(C(F)(F)F)=O, predict the reaction product. (2) Given the reactants [Cl-].O[NH3+:3].[C:4](=[O:7])([O-])[OH:5].[Na+].CS(C)=O.[CH2:13]([C:15]([OH:55])([CH2:53][CH3:54])[CH2:16][O:17][C@H:18]1[CH2:23][CH2:22][C@H:21]([N:24]2[C:29](=[O:30])[C:28]([CH2:31][C:32]3[CH:37]=[CH:36][C:35]([C:38]4[C:39]([C:44]#[N:45])=[CH:40][CH:41]=[CH:42][CH:43]=4)=[CH:34][CH:33]=3)=[C:27]([CH2:46][CH2:47][CH3:48])[N:26]3[N:49]=[C:50]([CH3:52])[N:51]=[C:25]23)[CH2:20][CH2:19]1)[CH3:14], predict the reaction product. The product is: [CH2:13]([C:15]([OH:55])([CH2:53][CH3:54])[CH2:16][O:17][C@H:18]1[CH2:23][CH2:22][C@H:21]([N:24]2[C:29](=[O:30])[C:28]([CH2:31][C:32]3[CH:33]=[CH:34][C:35]([C:38]4[CH:43]=[CH:42][CH:41]=[CH:40][C:39]=4[C:44]4[NH:3][C:4](=[O:7])[O:5][N:45]=4)=[CH:36][CH:37]=3)=[C:27]([CH2:46][CH2:47][CH3:48])[N:26]3[N:49]=[C:50]([CH3:52])[N:51]=[C:25]23)[CH2:20][CH2:19]1)[CH3:14]. (3) Given the reactants C[O:2][C:3]1[C:11]2[S:10][C:9]([C:12]([F:15])([F:14])[F:13])=[N:8][C:7]=2[CH:6]=[CH:5][CH:4]=1.B(Br)(Br)Br.CO.O, predict the reaction product. The product is: [F:15][C:12]([F:13])([F:14])[C:9]1[S:10][C:11]2[C:3]([OH:2])=[CH:4][CH:5]=[CH:6][C:7]=2[N:8]=1. (4) Given the reactants CN(C(ON1N=NC2C=CC=NC1=2)=[N+](C)C)C.F[P-](F)(F)(F)(F)F.C(N(CC)C(C)C)(C)C.[CH3:34][C:35]1[CH:40]=[CH:39][CH:38]=[C:37]([CH3:41])[C:36]=1[NH:42][C:43]([NH:45][C:46]1[C:47]([C:56](O)=[O:57])=[CH:48][C:49]2[C:54]([CH:55]=1)=[CH:53][CH:52]=[CH:51][CH:50]=2)=[O:44].Cl.[NH2:60][CH2:61][CH2:62][CH2:63][C:64]([O:66][CH2:67][CH3:68])=[O:65].C([O-])(O)=O.[Na+], predict the reaction product. The product is: [CH3:34][C:35]1[CH:40]=[CH:39][CH:38]=[C:37]([CH3:41])[C:36]=1[NH:42][C:43]([NH:45][C:46]1[C:47]([C:56]([NH:60][CH2:61][CH2:62][CH2:63][C:64]([O:66][CH2:67][CH3:68])=[O:65])=[O:57])=[CH:48][C:49]2[C:54]([CH:55]=1)=[CH:53][CH:52]=[CH:51][CH:50]=2)=[O:44].